From a dataset of Full USPTO retrosynthesis dataset with 1.9M reactions from patents (1976-2016). Predict the reactants needed to synthesize the given product. (1) The reactants are: C1([Si](C2C=CC=CC=2)(C2C=CC=CC=2)[C:8]#[C:9][C:10]2[C:15]([Cl:16])=[CH:14][C:13]([Cl:17])=[CH:12][C:11]=2[Cl:18])C=CC=CC=1.[C:31](=[O:33])=[O:32]. Given the product [Cl:16][C:15]1[CH:14]=[C:13]([Cl:17])[CH:12]=[C:11]([Cl:18])[C:10]=1[C:9]#[C:8][C:31]([OH:33])=[O:32], predict the reactants needed to synthesize it. (2) Given the product [CH3:22][O:23][C:11]1[CH:3]=[CH:4][C:5]2[S:9][C:8]([C:13]3[CH:14]=[CH:15][C:16]([NH:44][CH3:43])=[N:17][CH:18]=3)=[N:7][C:6]=2[CH:10]=1, predict the reactants needed to synthesize it. The reactants are: CO[C:3]1[CH:11]=[CH:10][C:6]2[N:7]=[CH:8][S:9][C:5]=2[CH:4]=1.Br[C:13]1[CH:14]=[CH:15][C:16](C(N)=O)=[N:17][CH:18]=1.[CH3:22][O:23]C1C=CC2N=C(C3C=CC(C(F)(F)F)=CN=3)SC=2C=1.[CH3:43][N:44](C=O)C.